This data is from Experimentally validated miRNA-target interactions with 360,000+ pairs, plus equal number of negative samples. The task is: Binary Classification. Given a miRNA mature sequence and a target amino acid sequence, predict their likelihood of interaction. (1) The miRNA is mmu-miR-216b-5p with sequence AAAUCUCUGCAGGCAAAUGUGA. The protein sequence of the target gene is MAVARVDGALAPGEGSVVNWSGQGLQKLGANLPCEADVHTLILDKNQIIKLENLEKCKQLIQLSVANNRLVRMMGVAKLTQLRVLNLPHNSIGCVEGLKDLVHLEWLNLAGNNLKTMEQVNSCTALQHLDLSDNNIPQIGDVSKLISLKTLLLHGNIITSLRMAPAYLPRNLSILSLAENEIRDLNEISFLASLSELEQLSIMNNPCVMATPSIPGFDYRPFIVSWCLNLRVLDGYVISQKESLKAEWLYSQGKGRSYRPGQHIQLVQYLATVCPLTSALGLQTAEDAKLEKILSKQRFH.... Result: 1 (interaction). (2) The miRNA is hsa-miR-219b-5p with sequence AGAUGUCCAGCCACAAUUCUCG. The protein sequence of the target gene is MDSRLALATEEPIKKDSLKKYKILCVVLLALLVIVSLGLGLGLGLRKPEEQGSCRKKCFDSSHRGLEGCRCDSGCTGRGDCCWDFEDTCVKSTQIWTCNLFRCGENRLETALCSCADDCLQRKDCCADYKTVCQGESPWVTEACASSQEPQCPPGFDLPPVILFSMDGFRAEYLQTWSTLLPNINKLKTCGIHSKYMRAMYPTKTFPNHYTIVTGLYPESHGIIDNNMYDVHLNKNFSLSSVEKSNPAWWSGQPIWLTAMYQGLKAACYYWPGSDVAVNGSFPTIYRNYSNSVPYERRIT.... Result: 0 (no interaction). (3) The miRNA is hsa-miR-3655 with sequence GCUUGUCGCUGCGGUGUUGCU. The protein sequence of the target gene is MFSRAGVAGLSAWTLQPQWIQVRNMATLKDITRRLKSIKNIQKITKSMKMVAAAKYARAERELKPARIYGLGSLALYEKADIKGPEDKKKHLLIGVSSDRGLCGAIHSSIAKQMKSEVATLTAAGKEVMLVGIGDKIRGILYRTHSDQFLVAFKEVGRKPPTFGDASVIALELLNSGYEFDEGSIIFNKFRSVISYKTEEKPIFSLNTVASADSMSIYDDIDADVLQNYQEYNLANIIYYSLKESTTSEQSARMTAMDNASKNASEMIDKLTLTFNRTRQAVITKELIEIISGAAALD. Result: 1 (interaction).